Predict which catalyst facilitates the given reaction. From a dataset of Catalyst prediction with 721,799 reactions and 888 catalyst types from USPTO. (1) Reactant: [I:1][C:2]1[C:3](=[O:20])[NH:4][C:5](=[O:19])[N:6]([C:8]2[CH:13]=[C:12]([C:14]([F:17])([F:16])[F:15])[CH:11]=[CH:10][C:9]=2[CH3:18])[CH:7]=1.[CH:21](O)([CH3:23])[CH3:22].C1(P(C2C=CC=CC=2)C2C=CC=CC=2)C=CC=CC=1.N(C(OCC)=O)=NC(OCC)=O. Product: [I:1][C:2]1[C:3](=[O:20])[N:4]([CH:21]([CH3:23])[CH3:22])[C:5](=[O:19])[N:6]([C:8]2[CH:13]=[C:12]([C:14]([F:17])([F:16])[F:15])[CH:11]=[CH:10][C:9]=2[CH3:18])[CH:7]=1. The catalyst class is: 1. (2) Product: [OH:51][C@H:52]1[CH2:56][CH2:55][N:54]([C:25]([C:10]2[CH:11]=[C:12]([C:14]([NH:15][CH2:16][C:17]3[CH:18]=[N:19][C:20]([CH3:23])=[CH:21][CH:22]=3)=[O:24])[CH:13]=[C:8]([C:5]3[CH:6]=[CH:7][C:2]([CH3:1])=[CH:3][CH:4]=3)[CH:9]=2)=[O:27])[CH2:53]1. Reactant: [CH3:1][C:2]1[CH:7]=[CH:6][C:5]([C:8]2[CH:13]=[C:12]([C:14](=[O:24])[NH:15][CH2:16][C:17]3[CH:18]=[N:19][C:20]([CH3:23])=[CH:21][CH:22]=3)[CH:11]=[C:10]([C:25]([OH:27])=O)[CH:9]=2)=[CH:4][CH:3]=1.Cl.CN(C)CCCN=C=NCC.O.ON1C2C=CC=CC=2N=N1.[OH:51][C@H:52]1[CH2:56][CH2:55][NH:54][CH2:53]1.C(N(CC)C(C)C)(C)C. The catalyst class is: 2. (3) Reactant: [Cl:1][C:2]1[CH:30]=[C:29]([N:31]2[CH:35]=[CH:34][C:33]([CH3:36])=[N:32]2)[CH:28]=[CH:27][C:3]=1[C:4]([N:6]1[C:12]2[CH:13]=[CH:14][CH:15]=[CH:16][C:11]=2/[C:10](=[CH:17]/[C:18]([NH:20][CH2:21][C:22](O)=[O:23])=[O:19])/[C:9]([F:26])([F:25])[CH2:8][CH2:7]1)=[O:5].C1C=CC2N(O)N=[N:43][C:41]=2C=1.CCN=C=NCCCN(C)C.CN.C1COCC1.C([O-])(O)=O.[Na+]. Product: [Cl:1][C:2]1[CH:30]=[C:29]([N:31]2[CH:35]=[CH:34][C:33]([CH3:36])=[N:32]2)[CH:28]=[CH:27][C:3]=1[C:4]([N:6]1[C:12]2[CH:13]=[CH:14][CH:15]=[CH:16][C:11]=2/[C:10](=[CH:17]/[C:18]([NH:20][CH2:21][C:22]([NH:43][CH3:41])=[O:23])=[O:19])/[C:9]([F:26])([F:25])[CH2:8][CH2:7]1)=[O:5]. The catalyst class is: 1.